This data is from Forward reaction prediction with 1.9M reactions from USPTO patents (1976-2016). The task is: Predict the product of the given reaction. (1) Given the reactants [CH3:1][O:2][C:3]1[CH:8]=[CH:7][C:6]([N:9]([CH3:30])[C:10](=[O:29])[C@@H:11]([NH:21]C(=O)OC(C)(C)C)[CH2:12][C:13]2[CH:18]=[CH:17][CH:16]=[C:15]([CH:19]=[CH2:20])[CH:14]=2)=[CH:5][CH:4]=1.[C:31]([OH:37])([C:33]([F:36])([F:35])[F:34])=[O:32], predict the reaction product. The product is: [C:31]([OH:37])([C:33]([F:36])([F:35])[F:34])=[O:32].[NH2:21][C@@H:11]([CH2:12][C:13]1[CH:18]=[CH:17][CH:16]=[C:15]([CH:19]=[CH2:20])[CH:14]=1)[C:10]([N:9]([C:6]1[CH:5]=[CH:4][C:3]([O:2][CH3:1])=[CH:8][CH:7]=1)[CH3:30])=[O:29]. (2) Given the reactants [F:1][C:2]1[CH:7]=[CH:6][C:5]([N:8]2[C:16]3[C:11](=[CH:12][C:13]([C:17]([C:30]4[CH:35]=[CH:34][CH:33]=[CH:32][CH:31]=4)=NNS(C4C=CC(C)=CC=4)(=O)=O)=[CH:14][CH:15]=3)[CH:10]=[N:9]2)=[CH:4][CH:3]=1.[OH-].[Na+].Cl.[C:39](#[N:42])[CH:40]=[CH2:41], predict the reaction product. The product is: [F:1][C:2]1[CH:7]=[CH:6][C:5]([N:8]2[C:16]3[C:11](=[CH:12][C:13]([C:17]4([C:30]5[CH:35]=[CH:34][CH:33]=[CH:32][CH:31]=5)[CH2:41][CH:40]4[C:39]#[N:42])=[CH:14][CH:15]=3)[CH:10]=[N:9]2)=[CH:4][CH:3]=1. (3) Given the reactants [F:1][C:2]([F:21])([F:20])[O:3][C:4]1[CH:19]=[CH:18][C:7]([O:8][CH2:9][C:10]2[O:14][N:13]=[C:12]([C:15]([OH:17])=O)[CH:11]=2)=[CH:6][CH:5]=1.C(N(CC)CC)C.Cl.C(N=C=NCCCN(C)C)C.ON1C2C=CC=CC=2N=N1.[O:51]1[CH2:55][CH2:54][CH:53]([CH2:56][NH2:57])[CH2:52]1, predict the reaction product. The product is: [O:51]1[CH2:55][CH2:54][CH:53]([CH2:56][NH:57][C:15]([C:12]2[CH:11]=[C:10]([CH2:9][O:8][C:7]3[CH:6]=[CH:5][C:4]([O:3][C:2]([F:1])([F:21])[F:20])=[CH:19][CH:18]=3)[O:14][N:13]=2)=[O:17])[CH2:52]1. (4) Given the reactants [BH4-].[Na+].[C:3]([O:7][C:8]([N:10]1[CH2:15][CH2:14][C:13]([C:18]2[CH:23]=[CH:22][C:21]([CH:24]([F:26])[F:25])=[CH:20][CH:19]=2)([CH:16]=[O:17])[CH2:12][CH2:11]1)=[O:9])([CH3:6])([CH3:5])[CH3:4], predict the reaction product. The product is: [C:3]([O:7][C:8]([N:10]1[CH2:11][CH2:12][C:13]([C:18]2[CH:19]=[CH:20][C:21]([CH:24]([F:26])[F:25])=[CH:22][CH:23]=2)([CH2:16][OH:17])[CH2:14][CH2:15]1)=[O:9])([CH3:6])([CH3:4])[CH3:5]. (5) Given the reactants [CH2:1]([O:3][C:4](=[O:16])[C:5]1[CH:10]=[C:9]([CH:11]=[O:12])[CH:8]=[CH:7][C:6]=1[O:13][CH2:14][CH3:15])[CH3:2].S(=O)(=O)([OH:19])N.Cl([O-])=O.[Na+], predict the reaction product. The product is: [CH2:1]([O:3][C:4](=[O:16])[C:5]1[CH:10]=[C:9]([CH:8]=[CH:7][C:6]=1[O:13][CH2:14][CH3:15])[C:11]([OH:19])=[O:12])[CH3:2]. (6) Given the reactants [Cl:1][C:2]1[CH:3]=[CH:4][C:5]([O:10][CH2:11][C:12]([N:14]2[CH2:19][C@H:18]([CH3:20])[N:17]([CH2:21][C:22]3[CH:27]=[CH:26][C:25]([F:28])=[CH:24][CH:23]=3)[CH2:16][C@H:15]2[CH3:29])=[O:13])=[C:6]([CH:9]=1)[CH:7]=O.C(=O)([O-])[O-].[K+].[K+].[C:36]([O:39][CH2:40][CH3:41])(=[O:38])[CH3:37], predict the reaction product. The product is: [CH2:40]([O:39][C:36](=[O:38])[CH:37]=[CH:7][C:6]1[CH:9]=[C:2]([Cl:1])[CH:3]=[CH:4][C:5]=1[O:10][CH2:11][C:12]([N:14]1[CH2:19][C@H:18]([CH3:20])[N:17]([CH2:21][C:22]2[CH:23]=[CH:24][C:25]([F:28])=[CH:26][CH:27]=2)[CH2:16][C@H:15]1[CH3:29])=[O:13])[CH3:41].